From a dataset of Forward reaction prediction with 1.9M reactions from USPTO patents (1976-2016). Predict the product of the given reaction. (1) Given the reactants Br[C:2]1[CH:7]=[CH:6][C:5]([C:8]2([C:11]([NH:13][CH:14]3[CH2:19][CH2:18][CH2:17][CH2:16][CH2:15]3)=[O:12])[CH2:10][CH2:9]2)=[C:4]([F:20])[CH:3]=1.[CH3:21][C:22]1([CH3:38])[C:26]([CH3:28])([CH3:27])[O:25][B:24]([B:24]2[O:25][C:26]([CH3:28])([CH3:27])[C:22]([CH3:38])([CH3:21])[O:23]2)[O:23]1.ClCCl.C([O-])(=O)C.[K+].O1CCOCC1, predict the reaction product. The product is: [CH:14]1([NH:13][C:11]([C:8]2([C:5]3[CH:6]=[CH:7][C:2]([B:24]4[O:25][C:26]([CH3:28])([CH3:27])[C:22]([CH3:38])([CH3:21])[O:23]4)=[CH:3][C:4]=3[F:20])[CH2:10][CH2:9]2)=[O:12])[CH2:19][CH2:18][CH2:17][CH2:16][CH2:15]1. (2) Given the reactants [CH3:1][C:2]1[CH:3]=[C:4]([N:9]2[C:13](=[O:14])[C:12](=[N:15][NH:16][C:17]3[C:18]([OH:34])=[C:19]([C:23]4[CH:28]=[CH:27][CH:26]=[C:25]([C:29]5[NH:33][N:32]=[N:31][N:30]=5)[CH:24]=4)[CH:20]=[CH:21][CH:22]=3)[C:11]([CH3:35])=[N:10]2)[CH:5]=[CH:6][C:7]=1[CH3:8].[OH-].[OH:37][CH2:38][CH2:39][N+:40]([CH3:43])([CH3:42])[CH3:41].FC(F)(F)C(O)=O, predict the reaction product. The product is: [OH:37][CH2:38][CH2:39][N+:40]([CH3:43])([CH3:42])[CH3:41].[CH3:1][C:2]1[CH:3]=[C:4]([N:9]2[C:13](=[O:14])[C:12](=[N:15][NH:16][C:17]3[C:18]([OH:34])=[C:19]([C:23]4[CH:28]=[CH:27][CH:26]=[C:25]([C:29]5[NH:30][N:31]=[N:32][N:33]=5)[CH:24]=4)[CH:20]=[CH:21][CH:22]=3)[C:11]([CH3:35])=[N:10]2)[CH:5]=[CH:6][C:7]=1[CH3:8]. (3) Given the reactants [C:1]([N:4]1[CH2:9][CH2:8][N:7]([CH2:10][C:11]([NH:13][C:14]2[CH:19]=[CH:18][C:17](Br)=[CH:16][N:15]=2)=[O:12])[CH2:6][CH2:5]1)(=[O:3])[CH3:2].C(=O)([O-])[O-].[K+].[K+].[F:27][C:28]1[CH:29]=[C:30](B(O)O)[CH:31]=[C:32]([F:34])[CH:33]=1, predict the reaction product. The product is: [C:1]([N:4]1[CH2:9][CH2:8][N:7]([CH2:10][C:11]([NH:13][C:14]2[CH:19]=[CH:18][C:17]([C:30]3[CH:29]=[C:28]([F:27])[CH:33]=[C:32]([F:34])[CH:31]=3)=[CH:16][N:15]=2)=[O:12])[CH2:6][CH2:5]1)(=[O:3])[CH3:2]. (4) Given the reactants [CH3:1][N:2]1[C:10]2[C:5](=[CH:6][C:7]([OH:12])=[CH:8][C:9]=2[CH3:11])[C:4]([CH:13]2[CH2:18][CH2:17][N:16]([CH3:19])[CH2:15][CH2:14]2)=[CH:3]1.[H-].[Na+].[C:22]1([S:28](Cl)(=[O:30])=[O:29])[CH:27]=[CH:26][CH:25]=[CH:24][CH:23]=1, predict the reaction product. The product is: [CH3:1][N:2]1[C:10]2[C:5](=[CH:6][C:7]([O:12][S:28]([C:22]3[CH:27]=[CH:26][CH:25]=[CH:24][CH:23]=3)(=[O:30])=[O:29])=[CH:8][C:9]=2[CH3:11])[C:4]([CH:13]2[CH2:18][CH2:17][N:16]([CH3:19])[CH2:15][CH2:14]2)=[CH:3]1.